From a dataset of Full USPTO retrosynthesis dataset with 1.9M reactions from patents (1976-2016). Predict the reactants needed to synthesize the given product. (1) Given the product [CH3:2][O:3][C:4]1[CH:5]=[C:6]([C:12]2[C@@H:21]3[C@@H:16]([CH2:17][CH2:18][CH2:19][CH2:20]3)[C:15](=[O:22])[N:14]([CH:23]3[CH2:24][CH2:25][N:26]([C:39](=[O:40])[CH2:38][CH2:37][NH:36][C:34](=[O:35])[O:33][C:29]([CH3:30])([CH3:31])[CH3:32])[CH2:27][CH2:28]3)[N:13]=2)[CH:7]=[CH:8][C:9]=1[O:10][CH3:11], predict the reactants needed to synthesize it. The reactants are: Cl.[CH3:2][O:3][C:4]1[CH:5]=[C:6]([C:12]2[C@@H:21]3[C@@H:16]([CH2:17][CH2:18][CH2:19][CH2:20]3)[C:15](=[O:22])[N:14]([CH:23]3[CH2:28][CH2:27][NH:26][CH2:25][CH2:24]3)[N:13]=2)[CH:7]=[CH:8][C:9]=1[O:10][CH3:11].[C:29]([O:33][C:34]([NH:36][CH2:37][CH2:38][C:39](O)=[O:40])=[O:35])([CH3:32])([CH3:31])[CH3:30].CN(C(ON1N=NC2C=CC=CC1=2)=[N+](C)C)C.F[P-](F)(F)(F)(F)F.CCN(C(C)C)C(C)C. (2) The reactants are: O[CH2:2][C@@H:3]([C:9]1[CH:14]=[CH:13][CH:12]=[CH:11][CH:10]=1)[CH2:4][O:5][C:6](=[O:8])[CH3:7].[Br:15][C:16]1[C:17](=[O:33])[NH:18][C:19](=[O:32])[N:20]([CH2:23][C:24]2[C:29]([F:30])=[CH:28][CH:27]=[CH:26][C:25]=2[F:31])[C:21]=1[CH3:22].C1(P(C2C=CC=CC=2)C2C=CC=CC=2)C=CC=CC=1.CC(OC(/N=N/C(OC(C)(C)C)=O)=O)(C)C. Given the product [Br:15][C:16]1[C:17](=[O:33])[N:18]([CH2:2][C@@H:3]([C:9]2[CH:14]=[CH:13][CH:12]=[CH:11][CH:10]=2)[CH2:4][O:5][C:6](=[O:8])[CH3:7])[C:19](=[O:32])[N:20]([CH2:23][C:24]2[C:25]([F:31])=[CH:26][CH:27]=[CH:28][C:29]=2[F:30])[C:21]=1[CH3:22], predict the reactants needed to synthesize it. (3) Given the product [Cl:1][C:2]1[CH:10]=[C:9]2[C:5]([CH:6]=[CH:7][N:8]2[C:14]2[CH:15]=[CH:16][CH:17]=[C:12]([Cl:11])[C:13]=2[Cl:19])=[CH:4][CH:3]=1, predict the reactants needed to synthesize it. The reactants are: [Cl:1][C:2]1[CH:10]=[C:9]2[C:5]([CH:6]=[CH:7][NH:8]2)=[CH:4][CH:3]=1.[Cl:11][C:12]1[CH:17]=[CH:16][CH:15]=[C:14](I)[C:13]=1[Cl:19]. (4) The reactants are: [Br:1][C:2]1[S:3][C:4]([CH:7]([C:14]2[C:22]3[C:17](=[C:18]([CH2:23][S:24][CH3:25])[CH:19]=[CH:20][CH:21]=3)[NH:16][CH:15]=2)[CH2:8][C:9](OCC)=[O:10])=[CH:5][N:6]=1.[H-].C([Al+]CC(C)C)C(C)C.C(OCC)(=O)C.Cl. Given the product [Br:1][C:2]1[S:3][C:4]([CH:7]([C:14]2[C:22]3[C:17](=[C:18]([CH2:23][S:24][CH3:25])[CH:19]=[CH:20][CH:21]=3)[NH:16][CH:15]=2)[CH2:8][CH2:9][OH:10])=[CH:5][N:6]=1, predict the reactants needed to synthesize it. (5) Given the product [Cl:18][C:19]1[CH:20]=[C:21]([CH2:26][CH2:27][NH:28][CH2:14][C:13]2[CH:16]=[CH:17][C:10]([O:9][CH2:1][CH2:2][CH2:3][CH2:4][CH2:5][CH2:6][CH2:7][CH3:8])=[CH:11][CH:12]=2)[CH:22]=[CH:23][C:24]=1[Cl:25], predict the reactants needed to synthesize it. The reactants are: [CH2:1]([O:9][C:10]1[CH:17]=[CH:16][C:13]([CH:14]=O)=[CH:12][CH:11]=1)[CH2:2][CH2:3][CH2:4][CH2:5][CH2:6][CH2:7][CH3:8].[Cl:18][C:19]1[CH:20]=[C:21]([CH2:26][CH2:27][NH2:28])[CH:22]=[CH:23][C:24]=1[Cl:25]. (6) Given the product [CH3:17][O:16][C:11]1[C:10]([C:6]2[C:5]3[N:4]([N:3]=[C:2]([NH:29][C:25]4[CH:24]=[C:23]5[C:28](=[CH:27][CH:26]=4)[N:19]=[CH:20][CH:21]=[CH:22]5)[N:18]=3)[CH:9]=[CH:8][CH:7]=2)=[CH:15][CH:14]=[CH:13][N:12]=1, predict the reactants needed to synthesize it. The reactants are: Cl[C:2]1[N:18]=[C:5]2[C:6]([C:10]3[C:11]([O:16][CH3:17])=[N:12][CH:13]=[CH:14][CH:15]=3)=[CH:7][CH:8]=[CH:9][N:4]2[N:3]=1.[N:19]1[C:28]2[C:23](=[CH:24][C:25]([NH2:29])=[CH:26][CH:27]=2)[CH:22]=[CH:21][CH:20]=1.